From a dataset of Forward reaction prediction with 1.9M reactions from USPTO patents (1976-2016). Predict the product of the given reaction. (1) Given the reactants FC1C=C2C(C(C3C=NNC=3)=CN2S(C2C=CC=CC=2)(=O)=O)=CC=1.[C:25]1([S:31]([N:34]2[C:42]3[C:37](=[CH:38][CH:39]=[C:40]([C:43]([F:46])([F:45])[F:44])[CH:41]=3)[C:36]([C:47]3[CH:48]=[N:49][N:50](C(OC(C)(C)C)=O)[CH:51]=3)=[CH:35]2)(=[O:33])=[O:32])[CH:30]=[CH:29][CH:28]=[CH:27][CH:26]=1, predict the reaction product. The product is: [C:25]1([S:31]([N:34]2[C:42]3[C:37](=[CH:38][CH:39]=[C:40]([C:43]([F:45])([F:46])[F:44])[CH:41]=3)[C:36]([C:47]3[CH:48]=[N:49][NH:50][CH:51]=3)=[CH:35]2)(=[O:33])=[O:32])[CH:26]=[CH:27][CH:28]=[CH:29][CH:30]=1. (2) The product is: [CH2:43]([C:45]1[CH:54]=[C:53]2[C:48]([CH:49]=[C:50]([C:57]3[CH:58]=[C:59]([NH:64][C:65]4[N:66]=[C:7]([C:2]5[CH:3]=[CH:4][CH:5]=[CH:6][N:1]=5)[O:9][N:68]=4)[CH:60]=[CH:61][C:62]=3[CH3:63])[C:51](=[O:56])[N:52]2[CH3:55])=[CH:47][N:46]=1)[CH3:44]. Given the reactants [N:1]1[CH:6]=[CH:5][CH:4]=[CH:3][C:2]=1[C:7]([OH:9])=O.CCN(C(C)C)C(C)C.CN(C(ON1N=NC2C=CC=NC1=2)=[N+](C)C)C.F[P-](F)(F)(F)(F)F.[CH2:43]([C:45]1[CH:54]=[C:53]2[C:48]([CH:49]=[C:50]([C:57]3[CH:58]=[C:59]([NH:64]/[C:65](/[NH2:68])=[N:66]/O)[CH:60]=[CH:61][C:62]=3[CH3:63])[C:51](=[O:56])[N:52]2[CH3:55])=[CH:47][N:46]=1)[CH3:44], predict the reaction product. (3) The product is: [C:1]([C:3]1[CH:4]=[C:5]([CH3:16])[C:6]([C:9]([OH:11])=[O:10])=[N:7][CH:8]=1)#[N:2]. Given the reactants [C:1]([C:3]1[CH:4]=[C:5]([CH3:16])[C:6]([C:9]([O:11]C(C)(C)C)=[O:10])=[N:7][CH:8]=1)#[N:2].C(O)(C(F)(F)F)=O, predict the reaction product. (4) Given the reactants [Br:1][C:2]1[CH:3]=[CH:4][C:5]([S:10][CH3:11])=[C:6]([CH:9]=1)[CH:7]=O.Cl.[CH3:13][O:14][NH2:15].O, predict the reaction product. The product is: [CH3:13][O:14][N:15]=[CH:7][C:6]1[CH:9]=[C:2]([Br:1])[CH:3]=[CH:4][C:5]=1[S:10][CH3:11]. (5) Given the reactants [F:1][C:2]([F:31])([F:30])[C:3]1[CH:4]=[C:5]([NH:13][C:14](=[O:29])[CH2:15][N:16]2[CH2:21][CH2:20][N:19](C(OC(C)(C)C)=O)[CH2:18][CH2:17]2)[CH:6]=[C:7]([C:9]([F:12])([F:11])[F:10])[CH:8]=1.Cl, predict the reaction product. The product is: [F:12][C:9]([F:10])([F:11])[C:7]1[CH:6]=[C:5]([NH:13][C:14](=[O:29])[CH2:15][N:16]2[CH2:17][CH2:18][NH:19][CH2:20][CH2:21]2)[CH:4]=[C:3]([C:2]([F:30])([F:31])[F:1])[CH:8]=1. (6) Given the reactants [N+:1]([C:4]1[CH:5]=[C:6]([CH:10]=[CH:11][C:12]=1[F:13])[C:7]([OH:9])=O)([O-:3])=[O:2].C1C=[C:18]2[N:20]=NN(O)[C:17]2=[CH:16][CH:15]=1.O.C(Cl)CCl.C(N)CCC, predict the reaction product. The product is: [CH2:18]([NH:20][C:7](=[O:9])[C:6]1[CH:10]=[CH:11][C:12]([F:13])=[C:4]([N+:1]([O-:3])=[O:2])[CH:5]=1)[CH2:17][CH2:16][CH3:15]. (7) Given the reactants [O:1]1[C:6]2[CH:7]=[CH:8][C:9]([CH2:11][NH:12][C:13]3([CH2:19][CH2:20][OH:21])[CH2:18][CH2:17][NH:16][CH2:15][CH2:14]3)=[CH:10][C:5]=2[O:4][CH2:3]C1.O1C2C=CC(C=O)=CC=2OC1.[CH3:33][O:34][C:35]1[CH:36]=[N:37][C:38]2[C:43]([CH:44]=1)=[C:42]([CH:45]1[CH2:47][O:46]1)[CH:41]=[CH:40][CH:39]=2.O1C2C=CC(CNC3(CCO)CCNCC3)=CC=2OC1, predict the reaction product. The product is: [O:1]1[C:6]2[CH:7]=[CH:8][C:9]([CH2:11][NH:12][C:13]3([CH2:19][CH2:20][OH:21])[CH2:14][CH2:15][N:16]([CH2:47][CH:45]([C:42]4[CH:41]=[CH:40][CH:39]=[C:38]5[C:43]=4[CH:44]=[C:35]([O:34][CH3:33])[CH:36]=[N:37]5)[OH:46])[CH2:17][CH2:18]3)=[CH:10][C:5]=2[O:4][CH2:3]1. (8) Given the reactants [ClH:1].[OH:2][C:3]1[CH:4]=[C:5]([CH:31]=[C:32]([F:34])[CH:33]=1)[CH2:6][C@H:7]([NH:27][C:28](=[O:30])[CH3:29])[C@H:8]([OH:26])[CH2:9][NH:10][C:11]1([C:17]2[CH:22]=[CH:21][CH:20]=[C:19]([CH:23]([CH3:25])[CH3:24])[CH:18]=2)[CH2:16][CH2:15][CH2:14][CH2:13][CH2:12]1.Br[CH2:36][CH2:37][O:38][CH2:39][CH2:40][O:41][CH3:42], predict the reaction product. The product is: [ClH:1].[CH3:42][O:41][CH2:40][CH2:39][O:38][CH2:37][CH2:36][O:2][C:3]1[CH:4]=[C:5]([CH:31]=[C:32]([F:34])[CH:33]=1)[CH2:6][C@H:7]([NH:27][C:28](=[O:30])[CH3:29])[C@H:8]([OH:26])[CH2:9][NH:10][C:11]1([C:17]2[CH:22]=[CH:21][CH:20]=[C:19]([CH:23]([CH3:25])[CH3:24])[CH:18]=2)[CH2:16][CH2:15][CH2:14][CH2:13][CH2:12]1. (9) Given the reactants S(Cl)(Cl)=O.[Br:5][CH2:6][C@@:7]([OH:12])([CH3:11])[C:8](O)=[O:9].[CH3:13][O:14][C:15](=[O:25])[C:16]1[CH:21]=[C:20]([NH2:22])[CH:19]=[CH:18][C:17]=1[C:23]#[N:24].O, predict the reaction product. The product is: [CH3:13][O:14][C:15](=[O:25])[C:16]1[CH:21]=[C:20]([NH:22][C:8](=[O:9])[C@:7]([OH:12])([CH3:11])[CH2:6][Br:5])[CH:19]=[CH:18][C:17]=1[C:23]#[N:24]. (10) Given the reactants [CH2:1]=[CH:2][C:3]1[CH:8]=[CH:7][CH:6]=[CH:5][CH:4]=1.C([O:12][C:13]1[CH:20]=[CH:19][C:16]([CH:17]=[CH2:18])=[CH:15][CH:14]=1)(=O)C.[CH:21]([C:23]1[CH:28]=[CH:27][CH:26]=[CH:25][C:24]=1[CH:29]=[CH2:30])=[CH2:22].C(C(CCCC)CO)C.C(OOC(=O)C1C=CC=CC=1)(=O)C1C=CC=CC=1, predict the reaction product. The product is: [CH:21]([C:23]1[CH:28]=[CH:27][CH:26]=[CH:25][C:24]=1[CH:29]=[CH2:30])=[CH2:22].[CH2:1]=[CH:2][C:3]1[CH:8]=[CH:7][CH:6]=[CH:5][CH:4]=1.[OH:12][C:13]1[CH:20]=[CH:19][C:16]([CH:17]=[CH2:18])=[CH:15][CH:14]=1.